Task: Predict the reactants needed to synthesize the given product.. Dataset: Full USPTO retrosynthesis dataset with 1.9M reactions from patents (1976-2016) Given the product [CH3:1][N:2]([CH3:28])[C:3]([C:5]1[N:6]([CH:25]([CH3:26])[CH3:27])[C:7]([CH2:23][OH:24])=[C:8]([C:16]2[CH:17]=[CH:18][C:19]([F:22])=[CH:20][CH:21]=2)[C:9]=1[C:10]1[CH:11]=[CH:12][CH:13]=[CH:14][CH:15]=1)=[O:4], predict the reactants needed to synthesize it. The reactants are: [CH3:1][N:2]([CH3:28])[C:3]([C:5]1[N:6]([CH:25]([CH3:27])[CH3:26])[C:7]([CH:23]=[O:24])=[C:8]([C:16]2[CH:21]=[CH:20][C:19]([F:22])=[CH:18][CH:17]=2)[C:9]=1[C:10]1[CH:15]=[CH:14][CH:13]=[CH:12][CH:11]=1)=[O:4].[BH4-].[Na+].